Dataset: NCI-60 drug combinations with 297,098 pairs across 59 cell lines. Task: Regression. Given two drug SMILES strings and cell line genomic features, predict the synergy score measuring deviation from expected non-interaction effect. (1) Synergy scores: CSS=46.9, Synergy_ZIP=6.17, Synergy_Bliss=13.2, Synergy_Loewe=8.38, Synergy_HSA=14.9. Drug 1: CC1=C(C(=CC=C1)Cl)NC(=O)C2=CN=C(S2)NC3=CC(=NC(=N3)C)N4CCN(CC4)CCO. Drug 2: CC1C(C(CC(O1)OC2CC(CC3=C2C(=C4C(=C3O)C(=O)C5=CC=CC=C5C4=O)O)(C(=O)C)O)N)O. Cell line: OVCAR-5. (2) Cell line: RXF 393. Drug 2: C1CC(=O)NC(=O)C1N2C(=O)C3=CC=CC=C3C2=O. Synergy scores: CSS=2.78, Synergy_ZIP=0.778, Synergy_Bliss=3.46, Synergy_Loewe=0.907, Synergy_HSA=1.22. Drug 1: CS(=O)(=O)OCCCCOS(=O)(=O)C. (3) Drug 1: CC(CN1CC(=O)NC(=O)C1)N2CC(=O)NC(=O)C2. Drug 2: C1=CC=C(C=C1)NC(=O)CCCCCCC(=O)NO. Cell line: MOLT-4. Synergy scores: CSS=72.7, Synergy_ZIP=4.98, Synergy_Bliss=6.66, Synergy_Loewe=8.41, Synergy_HSA=9.31. (4) Drug 1: CC12CCC(CC1=CCC3C2CCC4(C3CC=C4C5=CN=CC=C5)C)O. Drug 2: CN(C(=O)NC(C=O)C(C(C(CO)O)O)O)N=O. Cell line: OVCAR-8. Synergy scores: CSS=4.41, Synergy_ZIP=1.17, Synergy_Bliss=0.431, Synergy_Loewe=-4.26, Synergy_HSA=-0.427. (5) Drug 1: CC=C1C(=O)NC(C(=O)OC2CC(=O)NC(C(=O)NC(CSSCCC=C2)C(=O)N1)C(C)C)C(C)C. Drug 2: CC1=C(C(=O)C2=C(C1=O)N3CC4C(C3(C2COC(=O)N)OC)N4)N. Cell line: UACC62. Synergy scores: CSS=76.0, Synergy_ZIP=2.68, Synergy_Bliss=1.67, Synergy_Loewe=4.01, Synergy_HSA=6.49.